This data is from Blood-brain barrier permeability classification from the B3DB database. The task is: Regression/Classification. Given a drug SMILES string, predict its absorption, distribution, metabolism, or excretion properties. Task type varies by dataset: regression for continuous measurements (e.g., permeability, clearance, half-life) or binary classification for categorical outcomes (e.g., BBB penetration, CYP inhibition). Dataset: b3db_classification. The compound is Cc1onc(-c2ccccc2)c1C(=O)N[C@@H]1C(=O)N2[C@@H](C(=O)O)C(C)(C)S[C@H]12. The result is 0 (does not penetrate BBB).